From a dataset of Forward reaction prediction with 1.9M reactions from USPTO patents (1976-2016). Predict the product of the given reaction. (1) Given the reactants [S:1]1[C:5]2[CH:6]=[CH:7][CH:8]=[CH:9][C:4]=2[NH:3][CH2:2]1.NC1C=CC=CC=1S.C=O.C(N(C(C)C)CC)(C)C.[CH2:29]([O:36][C:37]1[C:45]([C:46]([F:49])([F:48])[F:47])=[CH:44][C:40]([C:41](Cl)=[O:42])=[CH:39][C:38]=1[O:50][CH3:51])[C:30]1[CH:35]=[CH:34][CH:33]=[CH:32][CH:31]=1, predict the reaction product. The product is: [CH2:29]([O:36][C:37]1[C:45]([C:46]([F:47])([F:48])[F:49])=[CH:44][C:40]([C:41]([N:3]2[C:4]3[CH:9]=[CH:8][CH:7]=[CH:6][C:5]=3[S:1][CH2:2]2)=[O:42])=[CH:39][C:38]=1[O:50][CH3:51])[C:30]1[CH:31]=[CH:32][CH:33]=[CH:34][CH:35]=1. (2) Given the reactants [BH-](OC(C)=O)(OC(C)=O)OC(C)=O.[Na+].[CH:15]([C:17]1[C:18]([C:22]2[CH:23]=[C:24]([C:27]#[N:28])[NH:25][CH:26]=2)=[N:19][NH:20][CH:21]=1)=O.[CH3:29][C@@H:30]1[CH2:35][NH:34][CH2:33][CH2:32][N:31]1[C:36]1[CH:41]=[CH:40][C:39]([C:42]([F:45])([F:44])[F:43])=[CH:38][N:37]=1.C(O)(=O)C, predict the reaction product. The product is: [CH3:29][C@H:30]1[N:31]([C:36]2[CH:41]=[CH:40][C:39]([C:42]([F:45])([F:43])[F:44])=[CH:38][N:37]=2)[CH2:32][CH2:33][N:34]([CH2:15][C:17]2[C:18]([C:22]3[CH:23]=[C:24]([C:27]#[N:28])[NH:25][CH:26]=3)=[N:19][NH:20][CH:21]=2)[CH2:35]1. (3) Given the reactants [N:1]1([N:7]=[C:8]2[CH:13]=[CH:12][C:11]([NH:14][C:15](=[O:35])[CH:16]([C:28]3[CH:33]=[CH:32][CH:31]=[CH:30][C:29]=3[F:34])[NH:17][C:18]([NH:20][C:21]3[CH:26]=[CH:25][C:24]([Cl:27])=[CH:23][CH:22]=3)=[O:19])=[CH:10][CH2:9]2)[CH2:6]CCC[CH2:2]1.CNC.CC(O)=O, predict the reaction product. The product is: [CH3:6][N:1]([N:7]=[C:8]1[CH:9]=[CH:10][C:11]([NH:14][C:15](=[O:35])[CH:16]([C:28]2[CH:33]=[CH:32][CH:31]=[CH:30][C:29]=2[F:34])[NH:17][C:18]([NH:20][C:21]2[CH:26]=[CH:25][C:24]([Cl:27])=[CH:23][CH:22]=2)=[O:19])=[CH:12][CH2:13]1)[CH3:2]. (4) Given the reactants I[C:2]1[C:10]2[C:9]([C:11]#[N:12])=[CH:8][CH:7]=[CH:6][C:5]=2[N:4]([CH:13]2[CH2:18][CH2:17][CH2:16][CH2:15][O:14]2)[N:3]=1.CC1C=NC2C(C=1C)=CC=C1C=2N=CC(C)=C1C.C[CH2:38][OH:39], predict the reaction product. The product is: [CH3:38][O:39][C:2]1[C:10]2[C:9]([C:11]#[N:12])=[CH:8][CH:7]=[CH:6][C:5]=2[N:4]([CH:13]2[CH2:18][CH2:17][CH2:16][CH2:15][O:14]2)[N:3]=1. (5) Given the reactants [NH2:1][C:2]1[CH:3]=[C:4]2[C:8](=[CH:9][CH:10]=1)[N:7]([CH2:11][C:12]1[CH:17]=[CH:16][C:15]([C:18]3[CH:23]=[CH:22][CH:21]=[CH:20][CH:19]=3)=[CH:14][CH:13]=1)[C:6]([C:24]([O:26]CC)=[O:25])=[C:5]2[C:29]1[CH:34]=[CH:33][CH:32]=[CH:31][CH:30]=1.[C:35]([C:39]1[CH:44]=[CH:43][C:42](B(O)O)=[CH:41][CH:40]=1)([CH3:38])([CH3:37])[CH3:36], predict the reaction product. The product is: [C:15]1([C:18]2[CH:19]=[CH:20][CH:21]=[CH:22][CH:23]=2)[CH:14]=[CH:13][C:12]([CH2:11][N:7]2[C:8]3[C:4](=[CH:3][C:2]([NH:1][C:42]4[CH:43]=[CH:44][C:39]([C:35]([CH3:38])([CH3:37])[CH3:36])=[CH:40][CH:41]=4)=[CH:10][CH:9]=3)[C:5]([C:29]3[CH:30]=[CH:31][CH:32]=[CH:33][CH:34]=3)=[C:6]2[C:24]([OH:26])=[O:25])=[CH:17][CH:16]=1. (6) The product is: [F:1][C:2]1[CH:3]=[CH:4][CH:5]=[C:6]2[C:10]=1[N:9]([CH2:11][CH:12]1[CH2:17][CH2:16][N:15]([CH:38]([CH3:40])[CH3:37])[CH2:14][CH2:13]1)[C:8](=[O:18])[C:7]12[C:22]2=[CH:23][C:24]3[O:28][CH2:27][O:26][C:25]=3[CH:29]=[C:21]2[O:20][CH2:19]1. Given the reactants [F:1][C:2]1[CH:3]=[CH:4][CH:5]=[C:6]2[C:10]=1[N:9]([CH2:11][CH:12]1[CH2:17][CH2:16][NH:15][CH2:14][CH2:13]1)[C:8](=[O:18])[C:7]12[C:22]2=[CH:23][C:24]3[O:28][CH2:27][O:26][C:25]=3[CH:29]=[C:21]2[O:20][CH2:19]1.C(N(CC)CC)C.[CH3:37][C:38]([CH3:40])=O.C(O[BH-](OC(=O)C)OC(=O)C)(=O)C.[Na+], predict the reaction product. (7) Given the reactants [F:1][C:2]1[C:3]([NH:22][C:23]2[CH:28]=[CH:27][C:26]([I:29])=[CH:25][C:24]=2[F:30])=[C:4]([CH:12]=[C:13]([CH2:16][NH:17][O:18][CH2:19][CH2:20][OH:21])[C:14]=1[F:15])[C:5]([NH:7][O:8][CH2:9][CH2:10][OH:11])=[O:6].C1C(=O)N(OC(ON2C(=O)CCC2=O)=O)[C:33](=[O:34])C1.CCN(CC)CC, predict the reaction product. The product is: [F:1][C:2]1[C:3]([NH:22][C:23]2[CH:28]=[CH:27][C:26]([I:29])=[CH:25][C:24]=2[F:30])=[C:4]([CH:12]=[C:13]([CH2:16][N:17]2[C:33](=[O:34])[O:21][CH2:20][CH2:19][O:18]2)[C:14]=1[F:15])[C:5]([NH:7][O:8][CH2:9][CH2:10][OH:11])=[O:6].